From a dataset of Forward reaction prediction with 1.9M reactions from USPTO patents (1976-2016). Predict the product of the given reaction. (1) Given the reactants [Br:1][C:2]1[CH:3]=[C:4]([CH:8]=[CH:9][CH:10]=1)[C:5]([OH:7])=O.[CH2:11]([N:14]1[C:18]([NH2:19])=[N:17][N:16]=[N:15]1)[CH2:12][CH3:13], predict the reaction product. The product is: [Br:1][C:2]1[CH:3]=[C:4]([CH:8]=[CH:9][CH:10]=1)[C:5]([NH:19][C:18]1[N:14]([CH2:11][CH2:12][CH3:13])[N:15]=[N:16][N:17]=1)=[O:7]. (2) Given the reactants C[O:2][C:3]1[CH:8]=[CH:7][CH:6]=[CH:5][C:4]=1[C:9]1[S:13][C:12]([S:14]([NH2:17])(=[O:16])=[O:15])=[CH:11][CH:10]=1.B(Br)(Br)Br, predict the reaction product. The product is: [OH:2][C:3]1[CH:8]=[CH:7][CH:6]=[CH:5][C:4]=1[C:9]1[S:13][C:12]([S:14]([NH2:17])(=[O:16])=[O:15])=[CH:11][CH:10]=1.